From a dataset of Peptide-MHC class I binding affinity with 185,985 pairs from IEDB/IMGT. Regression. Given a peptide amino acid sequence and an MHC pseudo amino acid sequence, predict their binding affinity value. This is MHC class I binding data. (1) The peptide sequence is CLIQKALFM. The MHC is Mamu-A02 with pseudo-sequence Mamu-A02. The binding affinity (normalized) is 0. (2) The peptide sequence is KICEYIRSY. The MHC is HLA-A02:06 with pseudo-sequence HLA-A02:06. The binding affinity (normalized) is 0.0847. (3) The peptide sequence is AFFSRNMKPV. The MHC is H-2-Kd with pseudo-sequence H-2-Kd. The binding affinity (normalized) is 0.146.